Dataset: Forward reaction prediction with 1.9M reactions from USPTO patents (1976-2016). Task: Predict the product of the given reaction. (1) Given the reactants [F:1][C:2]([F:27])([F:26])[C:3]1[CH:21]=[C:20]([C:22]([F:25])([F:24])[F:23])[CH:19]=[CH:18][C:4]=1[CH2:5][N:6]1[C:14]2[C:9](=[CH:10][C:11]([CH:15]=O)=[CH:12][CH:13]=2)[C:8]([I:17])=[N:7]1.[C:28]([O:32][C:33]([N:35]1[CH2:40][CH2:39][N:38]([C:41]2[S:42][CH2:43][C:44](=[O:46])[N:45]=2)[CH2:37][CH:36]1[CH2:47][OH:48])=[O:34])([CH3:31])([CH3:30])[CH3:29], predict the reaction product. The product is: [C:28]([O:32][C:33]([N:35]1[CH2:40][CH2:39][N:38]([C:41]2[S:42][C:43](=[CH:15][C:11]3[CH:10]=[C:9]4[C:14](=[CH:13][CH:12]=3)[N:6]([CH2:5][C:4]3[CH:18]=[CH:19][C:20]([C:22]([F:25])([F:24])[F:23])=[CH:21][C:3]=3[C:2]([F:26])([F:1])[F:27])[N:7]=[C:8]4[I:17])[C:44](=[O:46])[N:45]=2)[CH2:37][CH:36]1[CH2:47][OH:48])=[O:34])([CH3:31])([CH3:30])[CH3:29]. (2) Given the reactants [CH3:1][N:2]1[CH2:6][CH2:5][CH:4]([OH:7])[CH2:3]1.[H-].[Na+].Cl[C:11]1[C:12]2[N:13]([CH:32]=[CH:33][N:34]=2)[C:14]([C:25]2[CH:30]=[CH:29][C:28]([CH3:31])=[CH:27][CH:26]=2)=[C:15]([C:17]2[CH:24]=[CH:23][C:20]([C:21]#[N:22])=[CH:19][CH:18]=2)[N:16]=1, predict the reaction product. The product is: [CH3:31][C:28]1[CH:27]=[CH:26][C:25]([C:14]2[N:13]3[CH:32]=[CH:33][N:34]=[C:12]3[C:11]([O:7][CH:4]3[CH2:5][CH2:6][N:2]([CH3:1])[CH2:3]3)=[N:16][C:15]=2[C:17]2[CH:24]=[CH:23][C:20]([C:21]#[N:22])=[CH:19][CH:18]=2)=[CH:30][CH:29]=1. (3) Given the reactants F[C:2]1[CH:9]=[CH:8][C:7]([C:10]([F:13])([F:12])[F:11])=[CH:6][C:3]=1[C:4]#[N:5].[CH3:14][C:15]1[N:16]=[CH:17][NH:18][CH:19]=1.C(=O)([O-])[O-].[K+].[K+].CC1N(C2C=CC(C(F)(F)F)=CC=2C#N)C=NC=1, predict the reaction product. The product is: [CH3:14][C:15]1[N:16]=[CH:17][N:18]([C:2]2[CH:9]=[CH:8][C:7]([C:10]([F:13])([F:12])[F:11])=[CH:6][C:3]=2[C:4]#[N:5])[CH:19]=1. (4) Given the reactants O[C:2]1[CH:3]=[N:4][CH:5]=[CH:6][C:7]=1[NH:8][C:9](=[O:19])[C:10]1[CH:15]=[CH:14][C:13]([N+:16]([O-:18])=[O:17])=[CH:12][CH:11]=1.[OH-].[Na+], predict the reaction product. The product is: [N+:16]([C:13]1[CH:12]=[CH:11][C:10]([C:9]2[O:19][C:2]3[CH:3]=[N:4][CH:5]=[CH:6][C:7]=3[N:8]=2)=[CH:15][CH:14]=1)([O-:18])=[O:17]. (5) Given the reactants [F:1][C:2]([F:20])([C:8]1[CH:13]=[CH:12][C:11]([O:14][C:15]([F:18])([F:17])[F:16])=[CH:10][C:9]=1[CH3:19])[C:3]([O:5]CC)=[O:4].CO.O.O.[OH-].[Li+], predict the reaction product. The product is: [F:1][C:2]([F:20])([C:8]1[CH:13]=[CH:12][C:11]([O:14][C:15]([F:16])([F:17])[F:18])=[CH:10][C:9]=1[CH3:19])[C:3]([OH:5])=[O:4]. (6) The product is: [OH:19][N:11]1[C:12](=[O:18])[C:13]2[S:17][CH:16]=[CH:15][C:14]=2[N:9]([CH2:8][C:5]2[CH:6]=[N:7][C:2]([C:27]3[CH:26]=[CH:25][C:24]([O:23][C:22]([F:21])([F:33])[F:34])=[CH:29][CH:28]=3)=[CH:3][CH:4]=2)[C:10]1=[O:20]. Given the reactants Cl[C:2]1[N:7]=[CH:6][C:5]([CH2:8][N:9]2[C:14]3[CH:15]=[CH:16][S:17][C:13]=3[C:12](=[O:18])[N:11]([OH:19])[C:10]2=[O:20])=[CH:4][CH:3]=1.[F:21][C:22]([F:34])([F:33])[O:23][C:24]1[CH:29]=[CH:28][C:27](B(O)O)=[CH:26][CH:25]=1, predict the reaction product. (7) Given the reactants [NH2:1][C:2]1[CH:10]=[CH:9][C:8]([O:11][CH3:12])=[CH:7][C:3]=1[C:4]([OH:6])=[O:5].[C:13](OC(=O)C)(=O)[CH3:14], predict the reaction product. The product is: [CH3:12][O:11][C:8]1[CH:9]=[CH:10][C:2]2[N:1]=[C:13]([CH3:14])[O:5][C:4](=[O:6])[C:3]=2[CH:7]=1. (8) Given the reactants [NH2:1][C:2]1[C:7]([C:8]#[N:9])=[C:6]([O:10][CH2:11][CH3:12])[N:5]=[C:4]([C:13]([NH:15][CH2:16][C:17]2[CH:18]=[N:19][C:20](Cl)=[CH:21][CH:22]=2)=[O:14])[CH:3]=1.[CH3:24][O:25][C:26]([CH:28]1[CH2:33][CH2:32][NH:31][CH2:30][CH2:29]1)=[O:27], predict the reaction product. The product is: [NH2:1][C:2]1[C:7]([C:8]#[N:9])=[C:6]([O:10][CH2:11][CH3:12])[N:5]=[C:4]([C:13]([NH:15][CH2:16][C:17]2[CH:22]=[CH:21][C:20]([N:31]3[CH2:32][CH2:33][CH:28]([C:26]([O:25][CH3:24])=[O:27])[CH2:29][CH2:30]3)=[N:19][CH:18]=2)=[O:14])[CH:3]=1.